From a dataset of Forward reaction prediction with 1.9M reactions from USPTO patents (1976-2016). Predict the product of the given reaction. (1) Given the reactants [NH:1]1[CH:6]=[CH:5][C:4](=[O:7])[CH:3]=[CH:2]1.F[C:9]1[CH:14]=[CH:13][C:12]([N+:15]([O-:17])=[O:16])=[CH:11][CH:10]=1.O, predict the reaction product. The product is: [N+:15]([C:12]1[CH:13]=[CH:14][C:9]([N:1]2[CH:6]=[CH:5][C:4](=[O:7])[CH:3]=[CH:2]2)=[CH:10][CH:11]=1)([O-:17])=[O:16]. (2) The product is: [Si:5]([O:6][C:7]1([CH3:17])[CH2:16][CH2:15][C:10](=[O:11])[CH2:9][CH2:8]1)([C:1]([CH3:4])([CH3:3])[CH3:2])([CH3:19])[CH3:18]. Given the reactants [C:1]([Si:5]([CH3:19])([CH3:18])[O:6][C:7]1([CH3:17])[CH2:16][CH2:15][C:10]2(OCC[O:11]2)[CH2:9][CH2:8]1)([CH3:4])([CH3:3])[CH3:2].C(O)(=O)C, predict the reaction product.